This data is from Full USPTO retrosynthesis dataset with 1.9M reactions from patents (1976-2016). The task is: Predict the reactants needed to synthesize the given product. (1) Given the product [CH:13]([C:17]1[CH:18]=[CH:19][C:20]([N:23]2[C:32](=[O:33])[C:31]3[C:26](=[CH:27][CH:28]=[CH:29][CH:30]=3)[N:25]=[C:24]2[C:34]2[CH:39]=[CH:38][C:37](/[CH:40]=[CH:6]/[N:7]([CH3:9])[CH3:8])=[C:36]([N+:41]([O-:43])=[O:42])[CH:35]=2)=[CH:21][CH:22]=1)([CH2:15][CH3:16])[CH3:14], predict the reactants needed to synthesize it. The reactants are: C(O[CH:6](N(C)C)[N:7]([CH3:9])[CH3:8])(C)(C)C.[CH:13]([C:17]1[CH:22]=[CH:21][C:20]([N:23]2[C:32](=[O:33])[C:31]3[C:26](=[CH:27][CH:28]=[CH:29][CH:30]=3)[N:25]=[C:24]2[C:34]2[CH:39]=[CH:38][C:37]([CH3:40])=[C:36]([N+:41]([O-:43])=[O:42])[CH:35]=2)=[CH:19][CH:18]=1)([CH2:15][CH3:16])[CH3:14]. (2) Given the product [Cl:32][C:29]1[CH:30]=[C:31]2[C:26](=[C:27]([Cl:33])[CH:28]=1)[CH2:25][N:24]([CH3:34])[CH2:23][CH:22]2[C:18]1[CH:17]=[C:16]([NH:15][C:13](=[O:14])[CH2:12][CH2:11][O:10][CH2:9][CH2:8][O:7][CH2:6][CH2:5][O:4][CH2:3][CH2:2][NH:1][C:37](=[O:39])[C@H:36]([OH:35])[C@@H:47]([OH:58])[C:48]([NH:1][CH2:2][CH2:3][O:4][CH2:5][CH2:6][O:7][CH2:8][CH2:9][O:10][CH2:11][CH2:12][C:13](=[O:14])[NH:15][C:16]2[CH:21]=[CH:20][CH:19]=[C:18]([CH:63]3[C:31]4[C:65](=[C:27]([Cl:33])[CH:28]=[C:29]([Cl:32])[CH:30]=4)[CH2:64][N:61]([CH3:59])[CH2:62]3)[CH:17]=2)=[O:50])[CH:21]=[CH:20][CH:19]=1, predict the reactants needed to synthesize it. The reactants are: [NH2:1][CH2:2][CH2:3][O:4][CH2:5][CH2:6][O:7][CH2:8][CH2:9][O:10][CH2:11][CH2:12][C:13]([NH:15][C:16]1[CH:21]=[CH:20][CH:19]=[C:18]([CH:22]2[C:31]3[C:26](=[C:27]([Cl:33])[CH:28]=[C:29]([Cl:32])[CH:30]=3)[CH2:25][N:24]([CH3:34])[CH2:23]2)[CH:17]=1)=[O:14].[OH:35][C@H:36]([C@@H:47]([OH:58])[C:48]([O:50]N1C(=O)CCC1=O)=O)[C:37]([O:39]N1C(=O)CCC1=O)=O.[CH2:59]([N:61]([CH2:64][CH3:65])[CH2:62][CH3:63])C.